Dataset: Drug-target binding data from BindingDB using Ki measurements. Task: Regression. Given a target protein amino acid sequence and a drug SMILES string, predict the binding affinity score between them. We predict pKi (pKi = -log10(Ki in M); higher means stronger inhibition). Dataset: bindingdb_ki. (1) The target protein (P35405) has sequence MDLQLTTNSTDSGDRGGSSNESLQRQPPSQYSPAEVAGLAAVVSFLIVFTIVGNVLVVIAVLTSRALKAPQNLFQVSLASADILVATLVMPFSLANELMNYWYFGKVWCVIYLALDVLFCTSSIVHLCAISLDRYWSVTQAVEYNLKRTPRRIKGIIVTVWLISAVISFPPLISLYRDPEDDLYPQCELNDETWYILSSCIGSFFAPCIIMVLVYVRIYRVAKLRTRTLSEKRTVPEGSSQTENGLSRPPVGAGPSTAAAAAASLRLQAGENGHYHLHHHHHHLHHHHHHHHHQLRKSAELEDIELEESSTSENRRRRRSREEAAARKGSRGFSFSFSSTKGGQSAGAGSRLSRASNRSLEFFSTHRRRKRSSLCRRKVTQAREKRFTFVLAVVMGVFVVCWFPFFFTYSLYGICREACQVPETLFKFFFWIGYCNSSLNPVIYTIFNQDFRRSFKHILFKKKKKTSLQ. The drug is Cc1cc(C(C)(C)C)c(O)c(C)c1CC1=NCCN1. The pKi is 7.1. (2) The compound is C=CCn1c(CNC(=O)[C@@H]2Cc3ccccc3CN2C(=O)[C@@H](N)Cc2c(C)cc(O)cc2C)nc2ccccc21. The target protein (P33535) has sequence MDSSTGPGNTSDCSDPLAQASCSPAPGSWLNLSHVDGNQSDPCGLNRTGLGGNDSLCPQTGSPSMVTAITIMALYSIVCVVGLFGNFLVMYVIVRYTKMKTATNIYIFNLALADALATSTLPFQSVNYLMGTWPFGTILCKIVISIDYYNMFTSIFTLCTMSVDRYIAVCHPVKALDFRTPRNAKIVNVCNWILSSAIGLPVMFMATTKYRQGSIDCTLTFSHPTWYWENLLKICVFIFAFIMPVLIITVCYGLMILRLKSVRMLSGSKEKDRNLRRITRMVLVVVAVFIVCWTPIHIYVIIKALITIPETTFQTVSWHFCIALGYTNSCLNPVLYAFLDENFKRCFREFCIPTSSTIEQQNSTRVRQNTREHPSTANTVDRTNHQLENLEAETAPLP. The pKi is 9.3. (3) The small molecule is Cc1cccc(C)c1OCC(=O)NCC(O)(CCc1ccccc1)C(=O)N1CCC[C@H]1C(=O)N[C@H]1c2ccccc2C[C@H]1O. The target protein sequence is MDIAVKEQDYSNGLIKNSAAFENLKFSNIKNFKVQKRFQILYYILFVFVTGIFFFFLISTYFFTPNYKVNKIVQNTEHLTLAFKIERPYDKVLKTISKKNLKNYIKETFNFFKSGYMKQNYLGSENDVIELDDVANIMFYGEGEVGDNHQKFMLIFDTGSANLWVPSKKCNSSGCSIKNLYDSSKSKSYEKDGTKVDITYGSGTVKGFFSKDLVTLGHLSMPYKFIEVTDTDDLEPIYSSVEFDGILGLGWKDLSIGSIDPIVVELKNQNKIDNALFTFYLPVHDVHAGYLTIGGIEEKFYEGNITYEKLNHDLYWQIDLDVHFGKQTMEKANVIVDSGTTTITAPSEFLNKFFANLNVIKVPFLPFYVTTCDNKEMPTLEFKSANNTYTLEPEYYMNPILEVDDTLCMITMLPVDIDSNTFILGDPFMRKYFTVFDYDKESVGFAIAKN. The pKi is 5.7. (4) The drug is Nc1ncnc2c1ncn2[C@@H]1O[C@H](COS(=O)(=O)NC(=O)[C@@H](N)CCC(=O)O)[C@@H](O)[C@H]1O. The target protein (P04805) has sequence MKIKTRFAPSPTGYLHVGGARTALYSWLFARNHGGEFVLRIEDTDLERSTPEAIEAIMDGMNWLSLEWDEGPYYQTKRFDRYNAVIDQMLEEGTAYKCYCSKERLEALREEQMAKGEKPRYDGRCRHSHEHHADDEPCVVRFANPQEGSVVFDDQIRGPIEFSNQELDDLIIRRTDGSPTYNFCVVVDDWDMEITHVIRGEDHINNTPRQINILKALKAPVPVYAHVSMINGDDGKKLSKRHGAVSVMQYRDDGYLPEALLNYLVRLGWSHGDQEIFTREEMIKYFTLNAVSKSASAFNTDKLLWLNHHYINALPPEYVATHLQWHIEQENIDTRNGPQLADLVKLLGERCKTLKEMAQSCRYFYEDFAEFDADAAKKHLRPVARQPLEVVRDKLAAITDWTAENVHHAIQATADELEVGMGKVGMPLRVAVTGAGQSPALDVTVHAIGKTRSIERINKALDFIAERENQQ. The pKi is 8.5. (5) The small molecule is CC(C)[C@H](NC(=O)OCc1ccccc1)C(=O)C[C@H](C=O)Cc1ccccc1. The target protein (P00789) has sequence MMPFGGIAARLQRDRLRAEGVGEHNNAVKYLNQDYEALKQECIESGTLFRDPQFPAGPTALGFKELGPYSSKTRGVEWKRPSELVDDPQFIVGGATRTDICQGALGDCWLLAAIGSLTLNEELLHRVVPHGQSFQEDYAGIFHFQIWQFGEWVDVVVDDLLPTKDGELLFVHSAECTEFWSALLEKAYAKLNGCYESLSGGSTTEGFEDFTGGVAEMYDLKRAPRNMGHIIRKALERGSLLGCSIDITSAFDMEAVTFKKLVKGHAYSVTAFKDVNYRGQQEQLIRIRNPWGQVEWTGAWSDGSSEWDNIDPSDREELQLKMEDGEFWMSFRDFMREFSRLEICNLTPDALTKDELSRWHTQVFEGTWRRGSTAGGCRNNPATFWINPQFKIKLLEEDDDPGDDEVACSFLVALMQKHRRRERRVGGDMHTIGFAVYEVPEEAQGSQNVHLKKDFFLRNQSRARSETFINLREVSNQIRLPPGEYIVVPSTFEPHKEADF.... The pKi is 5.6. (6) The drug is Nc1ccn(C2O[C@H](COP(=O)(O)N[C@@H](CC(=O)O)C(=O)O)[C@@H](O)[C@H]2O)c(=O)n1. The target protein (P13721) has sequence MIHTNLKKKFSLFILVFLLFAVICVWKKGSDYEALTLQAKEFQMPKSQEKVAMGSASQVVFSNSKQDPKEDIPILSYHRVTAKVKPQPSFQVWDKDSTYSKLNPRLLKIWRNYLNMNKYKVSYKGPGPGVKFSVEALRCHLRDHVNVSMIEATDFPFNTTEWEGYLPKENFRTKVGPWQRCAVVSSAGSLKNSQLGREIDNHDAVLRFNGAPTDNFQQDVGSKTTIRLMNSQLVTTEKRFLKDSLYTEGILIVWDPSVYHADIPKWYQKPDYNFFETYKSYRRLNPSQPFYILKPQMPWELWDIIQEISADLIQPNPPSSGMLGIIIMMTLCDQVDIYEFLPSKRKTDVCYYHQKFFDSACTMGAYDPLLFEKNMVKHLNEGTDEDIYLFGKATLSGFRNIRC. The pKi is 2.7. (7) The pKi is 6.0. The target protein (P34972) has sequence MEECWVTEIANGSKDGLDSNPMKDYMILSGPQKTAVAVLCTLLGLLSALENVAVLYLILSSHQLRRKPSYLFIGSLAGADFLASVVFACSFVNFHVFHGVDSKAVFLLKIGSVTMTFTASVGSLLLTAIDRYLCLRYPPSYKALLTRGRALVTLGIMWVLSALVSYLPLMGWTCCPRPCSELFPLIPNDYLLSWLLFIAFLFSGIIYTYGHVLWKAHQHVASLSGHQDRQVPGMARMRLDVRLAKTLGLVLAVLLICWFPVLALMAHSLATTLSDQVKKAFAFCSMLCLINSMVNPVIYALRSGEIRSSAHHCLAHWKKCVRGLGSEAKEEAPRSSVTETEADGKITPWPDSRDLDLSDC. The small molecule is CCCCC(=O)NC1CCN(c2ncnc3c2nc(-c2ccccc2Cl)n3-c2ccc(Cl)cc2)CC1. (8) The small molecule is CO/N=C(/C(=O)N[C@@H]1C(=O)N2C(C(=O)O)=C(COC(C)=O)CS[C@H]12)c1csc(N)n1. The target protein sequence is LFIFNTSIYAGNTPKDQEIKKLVDQNFKPLLEKYDVPGMAVGVIQNNKKYEMYYGLQSVQDKKAVNSSTIFELGSVSKLFTATAGAYAKNKGKISFDDTPGKYWKELKNTPIDQVNLLQLATYTSGNLALQFPDEVQTDQQVLTFFKDWKPKNPIGEYRQYSNPSIGLFGKVVALSMNKPFDQVLEKIIFPALGLKHSYVNVAKTQMQNYAFGYNQENQPIRVNPGPLDAPAYGVKSTLPDMLSFIHANLNPQKYPADIQRAINETHQGRYQVNTMYQALGWEEFSYPATLQTLLDSNSEQIVMKPNKVTAISKEPSVKMYHKTGSTNGFGTYVVFIPKENIGLVMLTNKRIPNEERIK. The pKi is 6.3.